Dataset: Drug-target binding data from BindingDB using Kd measurements. Task: Regression. Given a target protein amino acid sequence and a drug SMILES string, predict the binding affinity score between them. We predict pKd (pKd = -log10(Kd in M); higher means stronger binding). Dataset: bindingdb_kd. (1) The compound is O=C(NC(Cn1ccnc1)c1ccc(Cl)cn1)c1ccc(-c2ccc(Cl)cc2)cc1. The target protein sequence is MLLEVAIFLLTALALYSFYFVKSFNVTRPTDPPVYPVTVPILGHIIQFGKSPLGFMQECKRQLKSGIFTINIVGKRVTIVGDPHEHSRFFLPRNEVLSPREVYSFMVPVFGEGVAYAAPYPRMREQLNFLAEELTIAKFQNFVPAIQHEVRKFMAANWDKDEGEINLLEDCSTMIINTACQCLFGEDLRKRLDARRFAQLLAKMESSLIPAAVFLPILLKLPLPQSARCHEARTELQKILSEIIIARKEEEVNKDSSTSDLLSGLLSAVYRDGTPMSLHEVCGMIVAAMFAGQHTSSITTTWSMLHLMHPANVKHLEALRKEIEEFPAQLNYNNVMDEMPFAERCARESIRRDPPLLMLMRKVMADVKVGSYVVPKGDIIACSPLLSHHDEEAFPEPRRWDPERDEKVEGAFIGFGAGVHKCIGQKFGLLQVKTILATAFRSYDFQLLRDEVPDPDYHTMVVGPTASQCRVKYIRRKAAAA. The pKd is 7.0. (2) The compound is CN(C)C/C=C/C(=O)Nc1cc2c(Nc3ccc(F)c(Cl)c3)ncnc2cc1O[C@H]1CCOC1. The target protein (Q15569) has sequence MAGERPPLRGPGPGPGEVPGEGPPGPGGTGGGPGRGRPSSYRALRSAVSSLARVDDFHCAEKIGAGFFSEVYKVRHRQSGQVMVLKMNKLPSNRGNTLREVQLMNRLRHPNILRFMGVCVHQGQLHALTEYMNGGTLEQLLSSPEPLSWPVRLHLALDIARGLRYLHSKGVFHRDLTSKNCLVRREDRGFTAVVGDFGLAEKIPVYREGARKEPLAVVGSPYWMAPEVLRGELYDEKADVFAFGIVLCELIARVPADPDYLPRTEDFGLDVPAFRTLVGDDCPLPFLLLAIHCCNLEPSTRAPFTEITQHLEWILEQLPEPAPLTRTALTHNQGSVARGGPSATLPRPDPRLSRSRSDLFLPPSPESPPNWGDNLTRVNPFSLREDLRGGKIKLLDTPSKPVLPLVPPSPFPSTQLPLVTTPETLVQPGTPARRCRSLPSSPELPRRMETALPGPGPPAVGPSAEEKMECEGSSPEPEPPGPAPQLPLAVATDNFISTCS.... The pKd is 5.0.